This data is from Catalyst prediction with 721,799 reactions and 888 catalyst types from USPTO. The task is: Predict which catalyst facilitates the given reaction. (1) Reactant: [NH2:1][C:2]1([C:8]([OH:10])=[O:9])[CH2:7][CH2:6][CH2:5][CH2:4][CH2:3]1.[CH:11]1(O)[CH2:15][CH2:14][CH2:13][CH2:12]1.C1(C)C=CC(S(O)(=O)=O)=CC=1. Product: [NH2:1][C:2]1([C:8]([O:10][CH:11]2[CH2:15][CH2:14][CH2:13][CH2:12]2)=[O:9])[CH2:7][CH2:6][CH2:5][CH2:4][CH2:3]1. The catalyst class is: 244. (2) Reactant: [NH2:1][CH2:2][CH2:3][CH2:4][CH2:5][C:6]([CH3:15])([C:9]1[CH:14]=[CH:13][CH:12]=[CH:11][CH:10]=1)[CH2:7][OH:8].CC1C=CC(S(O)(=O)=O)=CC=1.O.[O:28]1[CH:33]=[CH:32][CH2:31][CH2:30][CH2:29]1.C([O-])([O-])=O.[K+].[K+]. Product: [CH3:15][C:6]([C:9]1[CH:10]=[CH:11][CH:12]=[CH:13][CH:14]=1)([CH2:7][O:8][CH:29]1[CH2:30][CH2:31][CH2:32][CH2:33][O:28]1)[CH2:5][CH2:4][CH2:3][CH2:2][NH2:1]. The catalyst class is: 11. (3) Reactant: F[B-](F)(F)F.[Br:6][C:7]1[CH:12]=[C:11]([CH2:13][CH3:14])[C:10]([N+]#N)=[C:9]([CH2:17][CH3:18])[CH:8]=1.[CH3:19][OH:20]. Product: [Br:6][C:7]1[CH:12]=[C:11]([CH2:13][CH3:14])[C:10]([O:20][CH3:19])=[C:9]([CH2:17][CH3:18])[CH:8]=1. The catalyst class is: 530. (4) Reactant: [NH2:1][C:2]1[CH:3]=[C:4]2[C:8](=[CH:9][CH:10]=1)[CH2:7][N:6]([C:11]([NH:13][C:14]1[CH:19]=[CH:18][C:17]([C:20](=[O:25])[NH:21][CH2:22][CH2:23][CH3:24])=[CH:16][CH:15]=1)=[O:12])[CH2:5]2.N1C=CC=CC=1.[CH3:32][S:33](Cl)(=[O:35])=[O:34]. Product: [CH3:32][S:33]([NH:1][C:2]1[CH:3]=[C:4]2[C:8](=[CH:9][CH:10]=1)[CH2:7][N:6]([C:11]([NH:13][C:14]1[CH:19]=[CH:18][C:17]([C:20](=[O:25])[NH:21][CH2:22][CH2:23][CH3:24])=[CH:16][CH:15]=1)=[O:12])[CH2:5]2)(=[O:35])=[O:34]. The catalyst class is: 9. (5) Reactant: [F:1][CH:2]([F:39])[C:3]1[C:4]([C:33]2[CH:34]=[N:35][N:36]([CH3:38])[CH:37]=2)=[CH:5][C:6]([F:32])=[C:7]([NH:9][C:10]2[C:14]3[CH2:15][N:16](C(OC(C)(C)C)=O)[CH2:17][CH2:18][C:13]=3[N:12]([CH:26]3[CH2:31][CH2:30][O:29][CH2:28][CH2:27]3)[N:11]=2)[CH:8]=1.FC(F)(F)C(O)=O. Product: [F:39][CH:2]([F:1])[C:3]1[C:4]([C:33]2[CH:34]=[N:35][N:36]([CH3:38])[CH:37]=2)=[CH:5][C:6]([F:32])=[C:7]([NH:9][C:10]2[C:14]3[CH2:15][NH:16][CH2:17][CH2:18][C:13]=3[N:12]([CH:26]3[CH2:27][CH2:28][O:29][CH2:30][CH2:31]3)[N:11]=2)[CH:8]=1. The catalyst class is: 2. (6) Reactant: Cl.[NH2:2][C:3]1[C:12]2[N:13]=[C:14]([CH2:16][CH2:17][CH3:18])[S:15][C:11]=2[C:10]2[CH:9]=[CH:8][C:7]([O:19][CH:20]3[CH2:25][CH2:24][N:23](C(OC(C)(C)C)=O)[CH2:22][CH2:21]3)=[CH:6][C:5]=2[N:4]=1. Product: [NH:23]1[CH2:22][CH2:21][CH:20]([O:19][C:7]2[CH:8]=[CH:9][C:10]3[C:11]4[S:15][C:14]([CH2:16][CH2:17][CH3:18])=[N:13][C:12]=4[C:3]([NH2:2])=[N:4][C:5]=3[CH:6]=2)[CH2:25][CH2:24]1. The catalyst class is: 621. (7) Reactant: [C:1]([N:8]1[CH:12]=[CH:11]N=C1)(N1C=CN=C1)=[S:2].[Cl:13][C:14]1[CH:15]=C(C=[C:19]([Cl:32])[C:20]=1[S:21][C:22]1[CH:27]=[CH:26][CH:25]=[CH:24][C:23]=1[C:28]([F:31])([F:30])[F:29])N. Product: [Cl:32][C:19]1[CH:11]=[C:12]([N:8]=[C:1]=[S:2])[CH:15]=[C:14]([Cl:13])[C:20]=1[S:21][C:22]1[CH:27]=[CH:26][CH:25]=[CH:24][C:23]=1[C:28]([F:29])([F:30])[F:31]. The catalyst class is: 4. (8) Reactant: [CH3:1][O:2][C:3]1[CH:11]=[CH:10][C:9]2[NH:8][C:7]3[CH:12]=[N:13][N:14]([CH2:17][C:18]([N:20]([CH3:31])[C:21]4[CH:30]=[CH:29][C:24]5[N:25]=[C:26]([CH3:28])[O:27][C:23]=5[CH:22]=4)=[O:19])[C:15](=[O:16])[C:6]=3[C:5]=2[CH:4]=1.[Li+].C[Si]([N-][Si](C)(C)C)(C)C.[C:42]([C:44]1[CH:51]=[CH:50][C:47]([CH2:48]Br)=[CH:46][CH:45]=1)#[N:43]. Product: [C:42]([C:44]1[CH:51]=[CH:50][C:47]([CH2:48][N:8]2[C:9]3[CH:10]=[CH:11][C:3]([O:2][CH3:1])=[CH:4][C:5]=3[C:6]3[C:15](=[O:16])[N:14]([CH2:17][C:18]([N:20]([CH3:31])[C:21]4[CH:30]=[CH:29][C:24]5[N:25]=[C:26]([CH3:28])[O:27][C:23]=5[CH:22]=4)=[O:19])[N:13]=[CH:12][C:7]2=3)=[CH:46][CH:45]=1)#[N:43]. The catalyst class is: 20. (9) Reactant: [F:1][C:2]1[C:7]([O:8][CH3:9])=[CH:6][C:5]([O:10][CH3:11])=[C:4]([F:12])[C:3]=1[C:13]#[C:14][C:15]1[CH:16]=[N:17][C:18]([NH2:21])=[N:19][CH:20]=1.CO. Product: [F:12][C:4]1[C:5]([O:10][CH3:11])=[CH:6][C:7]([O:8][CH3:9])=[C:2]([F:1])[C:3]=1[CH2:13][CH2:14][C:15]1[CH:20]=[N:19][C:18]([NH2:21])=[N:17][CH:16]=1. The catalyst class is: 481. (10) Reactant: [CH3:1][O:2][C:3]1[CH:8]=[CH:7][C:6]([C:9]2[C:10]([NH2:18])=[CH:11][CH:12]=[C:13]([CH2:15][CH2:16][CH3:17])[CH:14]=2)=[CH:5][CH:4]=1.C1C(=O)N([Br:26])C(=O)C1. Product: [Br:26][C:11]1[CH:12]=[C:13]([CH2:15][CH2:16][CH3:17])[CH:14]=[C:9]([C:6]2[CH:5]=[CH:4][C:3]([O:2][CH3:1])=[CH:8][CH:7]=2)[C:10]=1[NH2:18]. The catalyst class is: 3.